This data is from Catalyst prediction with 721,799 reactions and 888 catalyst types from USPTO. The task is: Predict which catalyst facilitates the given reaction. (1) Reactant: [NH2:1][C:2]1[S:3][C:4]2[C:9]([N:10]=1)=[CH:8][CH:7]=[C:6]([O:11][C:12]1[CH:13]=[C:14]([NH:20][C:21](=[O:33])[C:22]3[CH:27]=[CH:26][CH:25]=[C:24]([C:28]4([C:31]#[N:32])[CH2:30][CH2:29]4)[CH:23]=3)[CH:15]=[CH:16][C:17]=1[O:18][CH3:19])[N:5]=2.[CH:34]1([C:37](Cl)=[O:38])[CH2:36][CH2:35]1. Product: [C:31]([C:28]1([C:24]2[CH:23]=[C:22]([CH:27]=[CH:26][CH:25]=2)[C:21]([NH:20][C:14]2[CH:15]=[CH:16][C:17]([O:18][CH3:19])=[C:12]([O:11][C:6]3[N:5]=[C:4]4[S:3][C:2]([NH:1][C:37]([CH:34]5[CH2:36][CH2:35]5)=[O:38])=[N:10][C:9]4=[CH:8][CH:7]=3)[CH:13]=2)=[O:33])[CH2:30][CH2:29]1)#[N:32]. The catalyst class is: 537. (2) Reactant: [H-].[Na+].F[C:4]1[CH:5]=[C:6]2[C:11](=[CH:12][C:13]=1[O:14][CH3:15])[N:10]=[C:9]([C:16]1[CH:21]=[CH:20][CH:19]=[C:18]([C:22]([F:25])([F:24])[F:23])[CH:17]=1)[C:8]([CH3:26])=[C:7]2[C:27]([OH:29])=[O:28].[CH2:30]([S-:32])[CH3:31].[Na+].I[CH3:35]. Product: [CH2:30]([S:32][C:4]1[CH:5]=[C:6]2[C:11](=[CH:12][C:13]=1[O:14][CH3:15])[N:10]=[C:9]([C:16]1[CH:21]=[CH:20][CH:19]=[C:18]([C:22]([F:24])([F:25])[F:23])[CH:17]=1)[C:8]([CH3:26])=[C:7]2[C:27]([O:29][CH3:35])=[O:28])[CH3:31]. The catalyst class is: 58. (3) Reactant: [Cl:1][C:2]1[N:3]=[C:4]([CH:9]=O)[N:5]([CH3:8])[C:6]=1[Cl:7].[NH2:11][C:12]1[CH:17]=[CH:16][CH:15]=[CH:14][C:13]=1/[CH:18]=[CH:19]/[C:20]([O:22][CH3:23])=[O:21]. Product: [Cl:1][C:2]1[N:3]=[C:4]([CH2:9][NH:11][C:12]2[CH:17]=[CH:16][CH:15]=[CH:14][C:13]=2/[CH:18]=[CH:19]/[C:20]([O:22][CH3:23])=[O:21])[N:5]([CH3:8])[C:6]=1[Cl:7]. The catalyst class is: 15. (4) Reactant: [NH2:1][C:2]1[N:3]=[CH:4][S:5][C:6]=1[C:7]([O:9][CH3:10])=[O:8].CS(O[CH2:16][C:17]1[CH:22]=[CH:21][N:20]=[C:19]([C:23]([NH:25][CH3:26])=[O:24])[CH:18]=1)(=O)=O.C(C1C=C(C)C=C(C(C)(C)C)C=1O)(C)(C)C.[I-].[Na+]. Product: [CH3:26][NH:25][C:23]([C:19]1[CH:18]=[C:17]([CH2:16][NH:1][C:2]2[N:3]=[CH:4][S:5][C:6]=2[C:7]([O:9][CH3:10])=[O:8])[CH:22]=[CH:21][N:20]=1)=[O:24]. The catalyst class is: 174. (5) Reactant: [OH:1][NH:2][C:3]([CH:5]1[O:10][C:9]([CH:17]2[CH2:22][CH2:21][CH2:20][CH2:19][CH2:18]2)([CH:11]2[CH2:16][CH2:15][CH2:14][CH2:13][CH2:12]2)[C:8]2[CH:23]=[C:24]([Cl:27])[CH:25]=[CH:26][C:7]=2[O:6]1)=[NH:4].C[O-].[Na+].[C:31](=O)(OCC)[O:32]CC. Product: [Cl:27][C:24]1[CH:25]=[CH:26][C:7]2[O:6][CH:5]([C:3]3[NH:4][C:31](=[O:32])[O:1][N:2]=3)[O:10][C:9]([CH:17]3[CH2:22][CH2:21][CH2:20][CH2:19][CH2:18]3)([CH:11]3[CH2:12][CH2:13][CH2:14][CH2:15][CH2:16]3)[C:8]=2[CH:23]=1. The catalyst class is: 8. (6) Reactant: [F:1][C:2]1[CH:7]=[CH:6][CH:5]=[C:4]([F:8])[C:3]=1[C:9]1[C:18]2[CH:17]=[C:16]([F:19])[CH:15]=[CH:14][C:13]=2[C:12]2=[N:20][N:21]([CH2:30][O:31][CH2:32][CH2:33][Si:34]([CH3:37])([CH3:36])[CH3:35])[C:22]([NH:23][CH:24]3[CH2:29][CH2:28][NH:27][CH2:26][CH2:25]3)=[C:11]2[N:10]=1.COCCOC.[S:44](N)([NH2:47])(=[O:46])=[O:45]. Product: [F:8][C:4]1[CH:5]=[CH:6][CH:7]=[C:2]([F:1])[C:3]=1[C:9]1[C:18]2[CH:17]=[C:16]([F:19])[CH:15]=[CH:14][C:13]=2[C:12]2=[N:20][N:21]([CH2:30][O:31][CH2:32][CH2:33][Si:34]([CH3:37])([CH3:36])[CH3:35])[C:22]([NH:23][CH:24]3[CH2:25][CH2:26][N:27]([S:44]([NH2:47])(=[O:46])=[O:45])[CH2:28][CH2:29]3)=[C:11]2[N:10]=1. The catalyst class is: 6. (7) Reactant: C(S([O-])(=O)=O)(F)(F)F.C(S([O-])(=O)=O)(F)(F)F.C(S([O-])(=O)=O)(F)(F)F.[Yb+3].[C:26]([O:30][C:31](=[O:42])[NH:32][CH2:33][C:34]1[CH:39]=[C:38]([NH2:40])[CH:37]=[CH:36][C:35]=1[Br:41])([CH3:29])([CH3:28])[CH3:27].[Si:43]([O:50][C:51]1[C:52]([F:61])=[C:53]([CH:56]=[C:57]([CH2:59][CH3:60])[CH:58]=1)[CH:54]=O)([C:46]([CH3:49])([CH3:48])[CH3:47])([CH3:45])[CH3:44].C[Si]([C:66]#[N:67])(C)C. Product: [C:26]([O:30][C:31](=[O:42])[NH:32][CH2:33][C:34]1[CH:39]=[C:38]([NH:40][CH:54]([C:53]2[CH:56]=[C:57]([CH2:59][CH3:60])[CH:58]=[C:51]([O:50][Si:43]([C:46]([CH3:49])([CH3:48])[CH3:47])([CH3:45])[CH3:44])[C:52]=2[F:61])[C:66]#[N:67])[CH:37]=[CH:36][C:35]=1[Br:41])([CH3:29])([CH3:27])[CH3:28]. The catalyst class is: 4. (8) Reactant: Br.C(O)(=[O:4])C.BrBr.[F:8][C:9]1[CH:14]=[CH:13][C:12]([C:15]2[C:16]([C:20]3[CH:25]=[CH:24][CH:23]=[C:22]([CH3:26])[N:21]=3)=[N:17][NH:18][CH:19]=2)=[CH:11][C:10]=1[C:27](=O)[CH3:28].[NH2:30][C:31]1[S:32][CH2:33][CH2:34][N:35]=1.I([O-])(=O)(=O)=O.[Na+]. Product: [F:8][C:9]1[CH:14]=[CH:13][C:12]([C:15]2[C:16]([C:20]3[CH:25]=[CH:24][CH:23]=[C:22]([CH3:26])[N:21]=3)=[N:17][NH:18][CH:19]=2)=[CH:11][C:10]=1[C:27]1[N:30]=[C:31]2[N:35]([CH:28]=1)[CH2:34][CH2:33][S:32]2=[O:4]. The catalyst class is: 211. (9) Reactant: [N:1]1([C:6]2[CH:27]=[CH:26][C:9]([CH2:10][C:11]3[C:12]([CH:23]4[CH2:25][CH2:24]4)=[CH:13][C:14]([CH:21]=O)=[C:15]([CH:20]=3)[C:16](OC)=[O:17])=[CH:8][CH:7]=2)[CH:5]=[CH:4][CH:3]=[N:2]1.Cl.[NH2:29][C@@H:30]1[CH2:34][CH2:33][CH2:32][C@H:31]1[OH:35].C(N(CC)CC)C.S([O-])([O-])(=O)=O.[Mg+2]. Product: [CH:23]1([C:12]2[CH:13]=[C:14]3[C:15](=[CH:20][C:11]=2[CH2:10][C:9]2[CH:26]=[CH:27][C:6]([N:1]4[CH:5]=[CH:4][CH:3]=[N:2]4)=[CH:7][CH:8]=2)[C:16](=[O:17])[N:29]([C@@H:30]2[CH2:34][CH2:33][CH2:32][C@H:31]2[OH:35])[CH2:21]3)[CH2:24][CH2:25]1. The catalyst class is: 1. (10) Reactant: [C:1]([CH:5]1[CH2:10][CH2:9][CH:8]([C:11]2[CH:12]=[C:13]([NH:17][C:18](=[O:29])[CH2:19][C:20]3[CH:25]=[CH:24][C:23]([OH:26])=[C:22]([O:27][CH3:28])[CH:21]=3)[CH:14]=[CH:15][CH:16]=2)[CH2:7][CH2:6]1)([CH3:4])([CH3:3])[CH3:2].C(N(CC)CC)C.[C:37](Cl)(=[O:39])[CH3:38]. Product: [C:37]([O:26][C:23]1[CH:24]=[CH:25][C:20]([CH2:19][C:18]([NH:17][C:13]2[CH:14]=[CH:15][CH:16]=[C:11]([CH:8]3[CH2:9][CH2:10][CH:5]([C:1]([CH3:4])([CH3:2])[CH3:3])[CH2:6][CH2:7]3)[CH:12]=2)=[O:29])=[CH:21][C:22]=1[O:27][CH3:28])(=[O:39])[CH3:38]. The catalyst class is: 143.